Predict the reaction yield, written as a fraction of the theoretical maximum amount of product (1.0 means a 100% yield; for example, 0.34 means a 34% yield). From a dataset of Reaction yield outcomes from USPTO patents with 853,638 reactions. (1) The reactants are [ClH:1].Cl.Cl.[CH3:4][N:5]1[CH2:10][CH2:9][CH:8]([N:11]([C:13]2[CH:18]=[CH:17][CH:16]=[C:15]([NH2:19])[CH:14]=2)[CH3:12])[CH2:7][CH2:6]1.[F:20][C:21]1[CH:29]=[C:28]([F:30])[CH:27]=[C:26]([F:31])[C:22]=1[C:23]([Cl:25])=[O:24]. The catalyst is CO. The product is [ClH:25].[ClH:1].[F:20][C:21]1[CH:29]=[C:28]([F:30])[CH:27]=[C:26]([F:31])[C:22]=1[C:23]([NH:19][C:15]1[CH:16]=[CH:17][CH:18]=[C:13]([N:11]([CH3:12])[CH:8]2[CH2:7][CH2:6][N:5]([CH3:4])[CH2:10][CH2:9]2)[CH:14]=1)=[O:24]. The yield is 0.620. (2) The reactants are [C:1]([BH3-])#[N:2].[Na+].[Br:5][C:6]1[CH:7]=[C:8]([CH:11]=O)[S:9][CH:10]=1.Cl.CN.C(N(CC)CC)C. The catalyst is C(OCC)(=O)C.O. The product is [Br:5][C:6]1[CH:7]=[C:8]([CH2:11][NH:2][CH3:1])[S:9][CH:10]=1. The yield is 0.520. (3) The reactants are [CH:1]1([C:4]2[C:5]([N:30]3[CH2:35][CH2:34][N:33](C(OC(C)(C)C)=O)[CH2:32][CH2:31]3)=[C:6]3[C:12](/[CH:13]=[CH:14]/[C:15]4[CH:16]=[N:17][CH:18]=[CH:19][CH:20]=4)=[N:11][N:10](CC4C=CC(OC)=CC=4)[C:7]3=[N:8][CH:9]=2)[CH2:3][CH2:2]1.C(O)(C(F)(F)F)=O.C(Cl)[Cl:51]. No catalyst specified. The product is [ClH:51].[CH:1]1([C:4]2[C:5]([N:30]3[CH2:35][CH2:34][NH:33][CH2:32][CH2:31]3)=[C:6]3[C:12](/[CH:13]=[CH:14]/[C:15]4[CH:16]=[N:17][CH:18]=[CH:19][CH:20]=4)=[N:11][NH:10][C:7]3=[N:8][CH:9]=2)[CH2:3][CH2:2]1. The yield is 0.740.